Dataset: Reaction yield outcomes from USPTO patents with 853,638 reactions. Task: Predict the reaction yield, written as a fraction of the theoretical maximum amount of product (1.0 means a 100% yield; for example, 0.34 means a 34% yield). (1) The reactants are [CH-:1]1[CH:5]=[CH:4][CH:3]=[CH:2]1.[Na+].[CH3:7][Si:8]([CH3:14])([CH3:13])[O:9][CH2:10][CH2:11]Br.[Cl-].[NH4+]. The catalyst is O1CCCC1. The product is [CH3:7][Si:8]([CH3:14])([CH3:13])[O:9][CH2:10][CH2:11][C:1]1[CH2:5][CH:4]=[CH:3][CH:2]=1. The yield is 0.640. (2) The reactants are [C:1]1([CH2:7][S:8]([NH:11][C:12]2[CH:13]=[C:14]([NH:18][C:19]3[O:20][C:21]([C:24]4[N:25](C(OC(C)(C)C)=O)[C:26]5[C:31]([CH:32]=4)=[CH:30][CH:29]=[CH:28][CH:27]=5)=[CH:22][N:23]=3)[CH:15]=[CH:16][CH:17]=2)(=[O:10])=[O:9])[CH:6]=[CH:5][CH:4]=[CH:3][CH:2]=1.FC(F)(F)C(O)=O. The catalyst is C(Cl)Cl. The product is [NH:25]1[C:26]2[C:31](=[CH:30][CH:29]=[CH:28][CH:27]=2)[CH:32]=[C:24]1[C:21]1[O:20][C:19]([NH:18][C:14]2[CH:13]=[C:12]([NH:11][S:8]([CH2:7][C:1]3[CH:6]=[CH:5][CH:4]=[CH:3][CH:2]=3)(=[O:9])=[O:10])[CH:17]=[CH:16][CH:15]=2)=[N:23][CH:22]=1. The yield is 0.710. (3) The reactants are [C:1]([C:3]1[CH:8]=[CH:7][C:6]([N:9]2[C:13](=[O:14])[C:12]([CH3:16])([CH3:15])[N:11]([C:17]3[CH:30]=[CH:29][C:20]([O:21][CH2:22][C:23]4([C:26](O)=[O:27])[CH2:25][CH2:24]4)=[C:19]([F:31])[CH:18]=3)[C:10]2=[S:32])=[CH:5][C:4]=1[C:33]([F:36])([F:35])[F:34])#[N:2].CN.F[P-](F)(F)(F)(F)F.[N:46]1(OC(N(C)C)=[N+](C)C)[C:50]2N=CC=CC=2N=N1.C(N(CC)C(C)C)(C)C. The catalyst is O1CCCC1.ClCCl. The product is [C:1]([C:3]1[CH:8]=[CH:7][C:6]([N:9]2[C:13](=[O:14])[C:12]([CH3:16])([CH3:15])[N:11]([C:17]3[CH:30]=[CH:29][C:20]([O:21][CH2:22][C:23]4([C:26]([NH:46][CH3:50])=[O:27])[CH2:24][CH2:25]4)=[C:19]([F:31])[CH:18]=3)[C:10]2=[S:32])=[CH:5][C:4]=1[C:33]([F:34])([F:36])[F:35])#[N:2]. The yield is 0.250. (4) The reactants are [Cl:1][C:2]1[CH:3]=[C:4]2[C:9](=[CH:10][CH:11]=1)[O:8][CH:7]=[C:6]([CH:12]=O)[C:5]2=[O:14].[CH3:15][O:16][C:17]([C:19]#[C:20][C:21]([O:23][CH3:24])=[O:22])=[O:18].C1(P(C2C=CC=CC=2)C2C=CC=CC=2)C=CC=CC=1.[NH2:44][CH2:45][CH2:46][C:47]1[C:55]2[C:50](=[CH:51][CH:52]=[CH:53][CH:54]=2)[NH:49][CH:48]=1. The catalyst is C1(C)C=CC=CC=1. The product is [CH3:15][O:16][C:17]([C:19]1[C:20]2([C:21]([O:23][CH3:24])=[O:22])[N:44]([CH2:45][CH2:46][C:47]3[C:55]4[C:50](=[CH:51][CH:52]=[CH:53][CH:54]=4)[NH:49][C:48]=32)[CH:7]=[C:6]([C:5](=[O:14])[C:4]2[CH:3]=[C:2]([Cl:1])[CH:11]=[CH:10][C:9]=2[OH:8])[CH:12]=1)=[O:18]. The yield is 0.390. (5) The reactants are [CH2:1]([O:3][C:4]([C:6]1[S:10][C:9](Br)=[N:8][CH:7]=1)=[O:5])[CH3:2].C([O-])([O-])=O.[K+].[K+].[C:18]1([SH:24])[CH:23]=[CH:22][CH:21]=[CH:20][CH:19]=1. The catalyst is CCO. The product is [CH2:1]([O:3][C:4]([C:6]1[S:10][C:9]([S:24][C:18]2[CH:23]=[CH:22][CH:21]=[CH:20][CH:19]=2)=[N:8][CH:7]=1)=[O:5])[CH3:2]. The yield is 0.460. (6) The product is [F:1][C:2]1[CH:7]=[C:6]([C:23]2[CH:24]=[CH:27][C:31]([C:41](=[O:42])[CH2:40][C:36]([CH3:43])([CH3:35])[C:37]([O:39][CH3:44])=[O:38])=[CH:30][CH:29]=2)[CH:5]=[CH:4][C:3]=1[NH:9][CH:10]=[O:11]. The reactants are [F:1][C:2]1[CH:7]=[C:6](I)[CH:5]=[CH:4][C:3]=1[NH:9][CH:10]=[O:11].B1(B2O[C:24]([CH3:27])(C)[C:23]([CH3:29])(C)O2)O[C:24](C)([CH3:27])[C:23](C)([CH3:29])O1.[C:30]([O-])(=O)[CH3:31].[K+].[CH3:35][C:36]([CH3:43])([CH2:40][CH:41]=[O:42])[C:37]([O-:39])=[O:38].[C:44](=O)([O-])[O-].[Cs+].[Cs+]. The catalyst is CN(C)C=O.C([O-])(=O)C.[Pd+2].C([O-])(=O)C.C1C=CC([P]([Pd]([P](C2C=CC=CC=2)(C2C=CC=CC=2)C2C=CC=CC=2)([P](C2C=CC=CC=2)(C2C=CC=CC=2)C2C=CC=CC=2)[P](C2C=CC=CC=2)(C2C=CC=CC=2)C2C=CC=CC=2)(C2C=CC=CC=2)C2C=CC=CC=2)=CC=1.O. The yield is 0.460.